This data is from Reaction yield outcomes from USPTO patents with 853,638 reactions. The task is: Predict the reaction yield, written as a fraction of the theoretical maximum amount of product (1.0 means a 100% yield; for example, 0.34 means a 34% yield). (1) The reactants are [CH2:1]([C:3]([C:25]1[CH:30]=[CH:29][C:28]([OH:31])=[C:27]([CH3:32])[CH:26]=1)([C:6]1[CH:11]=[CH:10][C:9]([C:12]#[C:13][C:14]([OH:23])([C:19]([F:22])([F:21])[F:20])[C:15]([F:18])([F:17])[F:16])=[C:8]([CH3:24])[CH:7]=1)[CH2:4][CH3:5])[CH3:2].C([O-])([O-])=O.[K+].[K+].Cl[CH2:40][O:41][CH3:42].[NH4+].[Cl-]. The catalyst is CN(C)C=O. The product is [CH2:1]([C:3]([C:25]1[CH:30]=[CH:29][C:28]([OH:31])=[C:27]([CH3:32])[CH:26]=1)([C:6]1[CH:11]=[CH:10][C:9]([C:12]#[C:13][C:14]([O:23][CH2:40][O:41][CH3:42])([C:19]([F:20])([F:21])[F:22])[C:15]([F:18])([F:17])[F:16])=[C:8]([CH3:24])[CH:7]=1)[CH2:4][CH3:5])[CH3:2]. The yield is 0.890. (2) The reactants are Br[C:2]1[CH:3]=[CH:4][C:5]([N:15]([CH3:17])[CH3:16])=[C:6]([CH:14]=1)[C:7]([N:9]([CH2:12][CH3:13])[CH2:10][CH3:11])=[O:8].[C:18]1(B(O)O)[CH:23]=[CH:22][CH:21]=[CH:20][CH:19]=1.C([O-])([O-])=O.[Na+].[Na+]. The product is [CH3:16][N:15]([CH3:17])[C:5]1[CH:4]=[CH:3][C:2]([C:18]2[CH:23]=[CH:22][CH:21]=[CH:20][CH:19]=2)=[CH:14][C:6]=1[C:7]([N:9]([CH2:12][CH3:13])[CH2:10][CH3:11])=[O:8]. The catalyst is C1C=CC([P]([Pd]([P](C2C=CC=CC=2)(C2C=CC=CC=2)C2C=CC=CC=2)([P](C2C=CC=CC=2)(C2C=CC=CC=2)C2C=CC=CC=2)[P](C2C=CC=CC=2)(C2C=CC=CC=2)C2C=CC=CC=2)(C2C=CC=CC=2)C2C=CC=CC=2)=CC=1.C1(C)C=CC=CC=1. The yield is 0.890. (3) The reactants are [CH3:1][NH:2][C:3](=[S:5])[S-:4].C([NH+](CC)CC)C.Br[CH:14]([CH3:23])[C:15]([C:17]1[CH:22]=[CH:21][CH:20]=[CH:19][CH:18]=1)=O. The catalyst is CC#N. The product is [CH3:1][N:2]1[C:15]([C:17]2[CH:22]=[CH:21][CH:20]=[CH:19][CH:18]=2)=[C:14]([CH3:23])[S:5][C:3]1=[S:4]. The yield is 0.920. (4) The reactants are CC(OC([N:11]1[CH2:17][C:16]2[CH:18]=[CH:19][CH:20]=[CH:21][C:15]=2[O:14][CH2:13][CH2:12]1)=O)CCCCC.C(O[CH2:26][CH3:27])(=O)C.[ClH:28]. The catalyst is C(OCC)(=O)C. The product is [ClH:28].[CH3:17][CH:16]([CH:13]1[CH2:12][NH:11][CH2:17][C:16]2[CH:18]=[CH:19][CH:20]=[CH:21][C:15]=2[O:14]1)[CH2:15][CH2:21][CH2:20][CH2:26][CH3:27]. The yield is 0.294. (5) The reactants are Cl[C:2]1[N:7]=[CH:6][N:5]=[C:4]([NH2:8])[C:3]=1[C:9]1[O:10][C:11]([CH3:14])=[CH:12][N:13]=1.[NH2:15][C@H:16]([C:19]1[N:28]([C:29]2[CH:34]=[CH:33][CH:32]=[CH:31][CH:30]=2)[C:27](=[O:35])[C:26]2[C:21](=[CH:22][CH:23]=[CH:24][C:25]=2[Cl:36])[N:20]=1)[CH2:17][CH3:18].CCN(C(C)C)C(C)C. The catalyst is CCCCO. The product is [NH2:8][C:4]1[N:5]=[CH:6][N:7]=[C:2]([NH:15][C@H:16]([C:19]2[N:28]([C:29]3[CH:30]=[CH:31][CH:32]=[CH:33][CH:34]=3)[C:27](=[O:35])[C:26]3[C:21](=[CH:22][CH:23]=[CH:24][C:25]=3[Cl:36])[N:20]=2)[CH2:17][CH3:18])[C:3]=1[C:9]1[O:10][C:11]([CH3:14])=[CH:12][N:13]=1. The yield is 0.185. (6) The reactants are [N:1]1[CH:6]=[CH:5][CH:4]=[CH:3][C:2]=1[C:7]([OH:9])=O.C(N1C=CN=C1)(N1C=CN=C1)=O.C(=O)=O.[CH3:25][O:26][C:27]1[CH:28]=[C:29]([CH:34]=[CH:35][CH:36]=1)[C:30](=[N:32]O)[NH2:31]. The catalyst is N1C=CC=CC=1. The product is [CH3:25][O:26][C:27]1[CH:28]=[C:29]([C:30]2[N:31]=[C:7]([C:2]3[CH:3]=[CH:4][CH:5]=[CH:6][N:1]=3)[O:9][N:32]=2)[CH:34]=[CH:35][CH:36]=1. The yield is 0.320. (7) The reactants are [F-:1].[K+].Cl[C:4]1[C:13]2[C:8](=[C:9]([C:15]([NH:17][CH2:18][CH2:19][N:20]([CH2:23][CH3:24])[CH2:21][CH3:22])=[O:16])[CH:10]=[C:11]([I:14])[CH:12]=2)[N:7]=[CH:6][CH:5]=1. The catalyst is CS(C)=O. The product is [CH2:21]([N:20]([CH2:23][CH3:24])[CH2:19][CH2:18][NH:17][C:15]([C:9]1[CH:10]=[C:11]([I:14])[CH:12]=[C:13]2[C:8]=1[N:7]=[CH:6][CH:5]=[C:4]2[F:1])=[O:16])[CH3:22]. The yield is 0.850.